From a dataset of CYP2D6 inhibition data for predicting drug metabolism from PubChem BioAssay. Regression/Classification. Given a drug SMILES string, predict its absorption, distribution, metabolism, or excretion properties. Task type varies by dataset: regression for continuous measurements (e.g., permeability, clearance, half-life) or binary classification for categorical outcomes (e.g., BBB penetration, CYP inhibition). Dataset: cyp2d6_veith. (1) The drug is COC(=O)[C@H]1[C@H](OC)[C@@H](OC(=O)/C=C\c2cc(OC)c(OC)c(OC)c2)C[C@H]2CN3CCc4c([nH]c5cc(OC)ccc45)[C@@H]3C[C@H]21. The result is 0 (non-inhibitor). (2) The molecule is C1COC(NC(C2CC2)C2CC2)=N1. The result is 1 (inhibitor). (3) The result is 0 (non-inhibitor). The drug is COc1cc([C@@H](O)CO)ccc1OS(=O)(=O)[O-].[K+]. (4) The molecule is CC1CCN(CCCCOc2ccccc2[N+](=O)[O-])CC1.O=C(O)C(=O)O. The result is 1 (inhibitor).